This data is from Full USPTO retrosynthesis dataset with 1.9M reactions from patents (1976-2016). The task is: Predict the reactants needed to synthesize the given product. (1) Given the product [Br:1][C:2]1[CH:10]=[CH:9][C:8]([C:11]([O:13][CH3:14])=[O:12])=[C:7]2[C:3]=1[CH:4]=[C:5]([I:31])[N:6]2[CH2:15][O:16][CH2:17][CH2:18][Si:19]([CH3:21])([CH3:20])[CH3:22], predict the reactants needed to synthesize it. The reactants are: [Br:1][C:2]1[CH:10]=[CH:9][C:8]([C:11]([O:13][CH3:14])=[O:12])=[C:7]2[C:3]=1[CH:4]=[CH:5][N:6]2[CH2:15][O:16][CH2:17][CH2:18][Si:19]([CH3:22])([CH3:21])[CH3:20].C([N-]C(C)C)(C)C.[Li+].[I:31]I.[O-]S([O-])(=S)=O.[Na+].[Na+]. (2) Given the product [OH:24][NH:26][C:20]([C:18]1[CH:17]=[CH:16][C:14]2[CH2:15][N:9]([C:7]([N:1]3[CH2:6][CH2:5][CH2:4][CH2:3][CH2:2]3)=[O:8])[CH2:10][CH2:11][O:12][C:13]=2[CH:19]=1)=[O:22], predict the reactants needed to synthesize it. The reactants are: [N:1]1([C:7]([N:9]2[CH2:15][C:14]3[CH:16]=[CH:17][C:18]([C:20]([O:22]C)=O)=[CH:19][C:13]=3[O:12][CH2:11][CH2:10]2)=[O:8])[CH2:6][CH2:5][CH2:4][CH2:3][CH2:2]1.[OH-:24].[Na+].[NH2:26]O.Cl.